This data is from Reaction yield outcomes from USPTO patents with 853,638 reactions. The task is: Predict the reaction yield, written as a fraction of the theoretical maximum amount of product (1.0 means a 100% yield; for example, 0.34 means a 34% yield). (1) The reactants are Cl[C:2]1[N:3]([CH2:25][CH:26]2[CH2:28][CH2:27]2)[C:4]2[C:9]([N:10]=1)=[C:8]([N:11]1[CH2:16][CH2:15][O:14][CH2:13][CH2:12]1)[N:7]=[C:6]([C:17]1[C:18]([CH3:24])=[N:19][C:20]([NH2:23])=[N:21][CH:22]=1)[N:5]=2.[CH3:29][N:30]([CH3:36])[CH:31]1[CH2:35][CH2:34][NH:33][CH2:32]1. The catalyst is CN1CCCC1=O. The product is [CH:26]1([CH2:25][N:3]2[C:2]([N:33]3[CH2:34][CH2:35][CH:31]([N:30]([CH3:36])[CH3:29])[CH2:32]3)=[N:10][C:9]3[C:4]2=[N:5][C:6]([C:17]2[C:18]([CH3:24])=[N:19][C:20]([NH2:23])=[N:21][CH:22]=2)=[N:7][C:8]=3[N:11]2[CH2:16][CH2:15][O:14][CH2:13][CH2:12]2)[CH2:28][CH2:27]1. The yield is 0.460. (2) The catalyst is C(Cl)Cl.C(Cl)(Cl)Cl. The reactants are O[CH2:2][C:3]1[CH:8]=[CH:7][C:6]([C:9]2[O:10][CH:11]=[C:12]([C:14]([O:16][CH2:17][CH3:18])=[O:15])[N:13]=2)=[CH:5][CH:4]=1.S(Cl)([Cl:21])=O.N1C2C=CC=CC=2N=N1. The product is [Cl:21][CH2:2][C:3]1[CH:8]=[CH:7][C:6]([C:9]2[O:10][CH:11]=[C:12]([C:14]([O:16][CH2:17][CH3:18])=[O:15])[N:13]=2)=[CH:5][CH:4]=1. The yield is 0.820. (3) The reactants are [N:1]1[CH:6]=[CH:5][CH:4]=[CH:3][CH:2]=1.[F:7][C:8]([F:21])([F:20])[S:9]([O:12]S(C(F)(F)F)(=O)=O)(=[O:11])=[O:10]. The catalyst is C(Cl)Cl. The product is [O:12]([C:2]1[CH:3]=[CH:4][CH:5]=[CH:6][N:1]=1)[S:9]([C:8]([F:21])([F:20])[F:7])(=[O:11])=[O:10]. The yield is 0.430. (4) The reactants are [N+:1]([C:4]1[CH:5]=[C:6]2[C:10](=[CH:11][CH:12]=1)[NH:9][CH:8]=[CH:7]2)([O-:3])=[O:2].[C:13](Cl)(=[O:15])[CH3:14].[Sn](Cl)(Cl)(Cl)Cl.C([O-])(O)=O.[Na+]. The catalyst is C(Cl)Cl.CN(C=O)C. The product is [C:13]([C:7]1[C:6]2[C:10](=[CH:11][CH:12]=[C:4]([N+:1]([O-:3])=[O:2])[CH:5]=2)[NH:9][CH:8]=1)(=[O:15])[CH3:14]. The yield is 0.990. (5) The reactants are Cl[C:2]1[CH:7]=[N:6][CH:5]=[C:4]([Cl:8])[N:3]=1.[NH:9]1[CH2:14][CH2:13][O:12][CH2:11][CH2:10]1. The catalyst is C(#N)C. The product is [Cl:8][C:4]1[N:3]=[C:2]([N:9]2[CH2:14][CH2:13][O:12][CH2:11][CH2:10]2)[CH:7]=[N:6][CH:5]=1. The yield is 0.750. (6) The yield is 0.405. The product is [CH2:18]([O:20][C:21]([C:23]1[CH:24]=[N:25][N:26]([CH3:31])[C:27]=1[C:28](=[O:29])[NH:16][C:13]1[CH:14]=[CH:15][N:10]2[N:9]=[C:8]([C:6]3[CH:5]=[CH:4][CH:3]=[C:2]([F:1])[N:7]=3)[N:17]=[C:11]2[CH:12]=1)=[O:22])[CH3:19]. The reactants are [F:1][C:2]1[N:7]=[C:6]([C:8]2[N:17]=[C:11]3[CH:12]=[C:13]([NH2:16])[CH:14]=[CH:15][N:10]3[N:9]=2)[CH:5]=[CH:4][CH:3]=1.[CH2:18]([O:20][C:21]([C:23]1[CH:24]=[N:25][N:26]([CH3:31])[C:27]=1[C:28](O)=[O:29])=[O:22])[CH3:19]. No catalyst specified. (7) The reactants are [N+:1]([C:4]1[CH:12]=[C:11]2[C:7]([CH:8]=[CH:9][NH:10]2)=[CH:6][CH:5]=1)([O-:3])=[O:2].CCN(C(C)C)C(C)C.[C:22](Br)([CH3:25])([CH3:24])[CH3:23]. The catalyst is CCCC[N+](CCCC)(CCCC)CCCC.[I-].C1(C)C=CC=CC=1.[O-]S(C(F)(F)F)(=O)=O.[Zn+2].[O-]S(C(F)(F)F)(=O)=O. The product is [C:22]([C:8]1[C:7]2[C:11](=[CH:12][C:4]([N+:1]([O-:3])=[O:2])=[CH:5][CH:6]=2)[NH:10][CH:9]=1)([CH3:25])([CH3:24])[CH3:23]. The yield is 0.190. (8) The reactants are O=C1C2C(=CC=CC=2)C(=O)[N:3]1[CH2:12][CH2:13][CH2:14][CH2:15][C:16]1[CH:21]=[CH:20][C:19]([O:22][C:23](=[S:27])[N:24]([CH3:26])[CH3:25])=[CH:18][CH:17]=1.CN. No catalyst specified. The product is [NH2:3][CH2:12][CH2:13][CH2:14][CH2:15][C:16]1[CH:21]=[CH:20][C:19]([O:22][C:23](=[S:27])[N:24]([CH3:25])[CH3:26])=[CH:18][CH:17]=1. The yield is 0.460.